This data is from Peptide-MHC class II binding affinity with 134,281 pairs from IEDB. The task is: Regression. Given a peptide amino acid sequence and an MHC pseudo amino acid sequence, predict their binding affinity value. This is MHC class II binding data. (1) The peptide sequence is IWYMWLGARYLEFEAKK. The MHC is DRB1_0901 with pseudo-sequence DRB1_0901. The binding affinity (normalized) is 0.706. (2) The peptide sequence is RQEKWMTGRMGERQL. The MHC is DRB1_1301 with pseudo-sequence DRB1_1301. The binding affinity (normalized) is 0.477.